This data is from Full USPTO retrosynthesis dataset with 1.9M reactions from patents (1976-2016). The task is: Predict the reactants needed to synthesize the given product. (1) The reactants are: C([N:4]1[C:12]2[C:7](=[CH:8][C:9]([C:13](Cl)=[O:14])=[CH:10][CH:11]=2)[C:6]([C:16]2[CH:21]=[CH:20][C:19]([F:22])=[CH:18][CH:17]=2)=[N:5]1)(=O)C.[C:23]([O:27][C:28]([CH3:31])([CH3:30])[CH3:29])(=[O:26])[NH:24][NH2:25]. Given the product [C:28]([O:27][C:23]([NH:24][NH:25][C:13]([C:9]1[CH:8]=[C:7]2[C:12](=[CH:11][CH:10]=1)[NH:4][N:5]=[C:6]2[C:16]1[CH:17]=[CH:18][C:19]([F:22])=[CH:20][CH:21]=1)=[O:14])=[O:26])([CH3:31])([CH3:30])[CH3:29], predict the reactants needed to synthesize it. (2) The reactants are: [CH3:1][Si:2]([CH3:9])([CH3:8])[C:3]1[S:4][CH:5]=[CH:6][N:7]=1.C([Li])CCC.B(F)(F)F.CCOCC.[N:24]1[O:25][CH2:26][C@@H:27]2[CH2:31][N:30]([C:32]([O:34][CH2:35][C:36]3[CH:41]=[CH:40][CH:39]=[CH:38][CH:37]=3)=[O:33])[CH2:29][C:28]=12. Given the product [CH3:1][Si:2]([CH3:9])([CH3:8])[C:3]1[S:4][C:5]([C:28]23[CH2:29][N:30]([C:32]([O:34][CH2:35][C:36]4[CH:41]=[CH:40][CH:39]=[CH:38][CH:37]=4)=[O:33])[CH2:31][CH:27]2[CH2:26][O:25][NH:24]3)=[CH:6][N:7]=1, predict the reactants needed to synthesize it. (3) Given the product [CH:2]([CH:15]1[C:20](=[O:21])[CH2:19][CH2:18][N:17]([CH2:26][C:25]2[CH:28]=[CH:29][CH:30]=[CH:31][C:24]=2[O:23][CH3:22])[CH2:16]1)([C:9]1[CH:14]=[CH:13][CH:12]=[CH:11][CH:10]=1)[C:3]1[CH:4]=[CH:5][CH:6]=[CH:7][CH:8]=1, predict the reactants needed to synthesize it. The reactants are: Cl.[CH:2]([CH:15]1[C:20](=[O:21])[CH2:19][CH2:18][NH:17][CH2:16]1)([C:9]1[CH:14]=[CH:13][CH:12]=[CH:11][CH:10]=1)[C:3]1[CH:8]=[CH:7][CH:6]=[CH:5][CH:4]=1.[CH3:22][O:23][C:24]1[CH:31]=[CH:30][CH:29]=[CH:28][C:25]=1[CH2:26]O.C(N(C(C)C)CC)(C)C. (4) Given the product [CH3:16][O:17][C:18]1[CH:19]=[CH:20][C:21]([CH:24]=[N:5][C@@H:4]2[C@@H:6]([OH:7])[C@H:8]([OH:9])[C@@H:10]([CH2:12][OH:13])[O:11][CH:3]2[OH:2])=[CH:22][CH:23]=1, predict the reactants needed to synthesize it. The reactants are: Cl.[OH:2][CH:3]1[O:11][C@H:10]([CH2:12][OH:13])[C@@H:8]([OH:9])[C@H:6]([OH:7])[C@H:4]1[NH2:5].[OH-].[Na+].[CH3:16][O:17][C:18]1[CH:19]=[CH:20][C:21]([CH:24]=O)=[CH:22][CH:23]=1.